Dataset: Peptide-MHC class I binding affinity with 185,985 pairs from IEDB/IMGT. Task: Regression. Given a peptide amino acid sequence and an MHC pseudo amino acid sequence, predict their binding affinity value. This is MHC class I binding data. (1) The peptide sequence is GSWATSSFR. The MHC is HLA-A31:01 with pseudo-sequence HLA-A31:01. The binding affinity (normalized) is 1.00. (2) The peptide sequence is TPMMRHTI. The MHC is HLA-B07:02 with pseudo-sequence HLA-B07:02. The binding affinity (normalized) is 0.972. (3) The peptide sequence is ISGYNFSLG. The MHC is H-2-Kb with pseudo-sequence H-2-Kb. The binding affinity (normalized) is 0.750.